From a dataset of Peptide-MHC class I binding affinity with 185,985 pairs from IEDB/IMGT. Regression. Given a peptide amino acid sequence and an MHC pseudo amino acid sequence, predict their binding affinity value. This is MHC class I binding data. (1) The peptide sequence is KSLKDLWDYM. The MHC is H-2-Db with pseudo-sequence H-2-Db. The binding affinity (normalized) is 0.618. (2) The peptide sequence is IPSTVKTNLY. The MHC is HLA-B07:02 with pseudo-sequence HLA-B07:02. The binding affinity (normalized) is 0.0618. (3) The peptide sequence is MYNAVDEFLLL. The MHC is H-2-Kd with pseudo-sequence H-2-Kd. The binding affinity (normalized) is 0. (4) The peptide sequence is TARPKRWLL. The MHC is H-2-Kb with pseudo-sequence H-2-Kb. The binding affinity (normalized) is 0.174. (5) The peptide sequence is TVAHQVCPY. The MHC is HLA-B40:01 with pseudo-sequence HLA-B40:01. The binding affinity (normalized) is 0.0847. (6) The peptide sequence is VSSHKGWAK. The MHC is HLA-A02:03 with pseudo-sequence HLA-A02:03. The binding affinity (normalized) is 0.0847. (7) The peptide sequence is YTAVVPLVL. The MHC is HLA-B46:01 with pseudo-sequence HLA-B46:01. The binding affinity (normalized) is 0.605.